This data is from Catalyst prediction with 721,799 reactions and 888 catalyst types from USPTO. The task is: Predict which catalyst facilitates the given reaction. (1) Reactant: [CH3:1][C:2]1([CH3:9])[NH:6][C:5](=[O:7])[NH:4][C:3]1=[O:8].[CH3:10][O:11][C:12]1[CH:19]=[CH:18][C:15]([CH2:16]Cl)=[CH:14][CH:13]=1.C(=O)([O-])[O-].[K+].[K+].C(#N)C. Product: [CH3:10][O:11][C:12]1[CH:19]=[CH:18][C:15]([CH2:16][N:4]2[C:3](=[O:8])[C:2]([CH3:9])([CH3:1])[NH:6][C:5]2=[O:7])=[CH:14][CH:13]=1. The catalyst class is: 69. (2) Reactant: [CH:1]([C:3]1[CH:12]=[CH:11][C:6]([C:7]([O:9][CH3:10])=[O:8])=[CH:5][N:4]=1)=O.[CH3:13][C:14]1[CH:15]=[C:16]([NH2:29])[CH:17]=[N:18][C:19]=1[N:20]1[CH:24]=[C:23]([C:25]([F:28])([F:27])[F:26])[CH:22]=[N:21]1. Product: [CH3:13][C:14]1[CH:15]=[C:16]([N:29]=[CH:1][C:3]2[CH:12]=[CH:11][C:6]([C:7]([O:9][CH3:10])=[O:8])=[CH:5][N:4]=2)[CH:17]=[N:18][C:19]=1[N:20]1[CH:24]=[C:23]([C:25]([F:28])([F:27])[F:26])[CH:22]=[N:21]1. The catalyst class is: 11. (3) Reactant: Cl.[F:2][C:3]1[CH:4]=[CH:5][C:6]([N+:17]([O-:19])=[O:18])=[C:7]([CH:16]=1)[O:8][C@H:9]1[CH2:14][CH2:13][C@H:12]([NH2:15])[CH2:11][CH2:10]1.C([O:22][C:23](=O)[C:24]([F:27])([F:26])[F:25])C.C(N(CC)CC)C. Product: [N+:17]([C:6]1[CH:5]=[CH:4][C:3]([F:2])=[CH:16][C:7]=1[O:8][C@H:9]1[CH2:10][CH2:11][C@H:12]([NH:15][C:23](=[O:22])[C:24]([F:27])([F:26])[F:25])[CH2:13][CH2:14]1)([O-:19])=[O:18]. The catalyst class is: 5. (4) Reactant: [O:1]=[C:2]1[NH:7][C:6]2[CH:8]=[C:9]([C:11]3[CH:16]=[CH:15][CH:14]=[CH:13][CH:12]=3)[S:10][C:5]=2[C:4](=[O:17])[N:3]1[CH:18]1[CH2:23][CH2:22][N:21]([C:24]([O:26][C:27]([CH3:30])([CH3:29])[CH3:28])=[O:25])[CH2:20][CH2:19]1.Cl[CH2:32][C:33]1[CH:37]=[N:36][N:35]([CH2:38][CH3:39])[N:34]=1.C(=O)([O-])[O-].[K+].[K+]. Product: [CH2:38]([N:35]1[N:34]=[C:33]([CH2:32][N:7]2[C:6]3[CH:8]=[C:9]([C:11]4[CH:16]=[CH:15][CH:14]=[CH:13][CH:12]=4)[S:10][C:5]=3[C:4](=[O:17])[N:3]([CH:18]3[CH2:23][CH2:22][N:21]([C:24]([O:26][C:27]([CH3:30])([CH3:29])[CH3:28])=[O:25])[CH2:20][CH2:19]3)[C:2]2=[O:1])[CH:37]=[N:36]1)[CH3:39]. The catalyst class is: 3.